The task is: Predict the reaction yield, written as a fraction of the theoretical maximum amount of product (1.0 means a 100% yield; for example, 0.34 means a 34% yield).. This data is from Reaction yield outcomes from USPTO patents with 853,638 reactions. (1) The reactants are [I:1][C:2]1[CH:7]=[CH:6][CH:5]=[CH:4][C:3]=1[OH:8].C(=O)([O-])[O-].[K+].[K+].[I-].[K+].Br[CH2:18][CH2:19][O:20][CH3:21]. The catalyst is CN(C)C=O. The product is [I:1][C:2]1[CH:7]=[CH:6][CH:5]=[CH:4][C:3]=1[O:8][CH2:18][CH2:19][O:20][CH3:21]. The yield is 0.840. (2) The reactants are [Cl:1][C:2]1[CH:7]=[CH:6][CH:5]=[CH:4][C:3]=1[C:8]1[CH:16]=[CH:15][CH:14]=[C:13]2[C:9]=1[CH:10]=[CH:11][NH:12]2.C([OH:19])C.C(O)(=O)C.[Br-].[Br-].[Br-].[NH+]1C=CC=CC=1.[NH+]1C=CC=CC=1.[NH+]1C=CC=CC=1. The catalyst is CC(O)(C)C.[Zn]. The product is [Cl:1][C:2]1[CH:7]=[CH:6][CH:5]=[CH:4][C:3]=1[C:8]1[CH:16]=[CH:15][CH:14]=[C:13]2[C:9]=1[CH2:10][C:11](=[O:19])[NH:12]2. The yield is 0.760. (3) The reactants are CO[CH:3](OC)[N:4]([CH3:6])[CH3:5].[Br:9][C:10]1[CH:15]=[C:14]([CH3:16])[C:13]([N+:17]([O-:19])=[O:18])=[CH:12][N:11]=1. The catalyst is CN(C=O)C. The product is [Br:9][C:10]1[CH:15]=[C:14]([CH:16]=[CH:3][N:4]([CH3:6])[CH3:5])[C:13]([N+:17]([O-:19])=[O:18])=[CH:12][N:11]=1. The yield is 0.990. (4) The reactants are [OH:1][C:2]1[CH:7]=[CH:6][CH:5]=[CH:4][C:3]=1[C:8](=[O:14])[CH2:9][C:10]([O:12][CH3:13])=[O:11].[Cl:15][C:16]1[CH:17]=[C:18]([CH:21]=[CH:22][CH:23]=1)[CH:19]=O.N1CCCCC1.C(O)(=O)C. The catalyst is C(O)(C)C. The product is [Cl:15][C:16]1[CH:17]=[C:18]([CH:19]2[CH:9]([C:10]([O:12][CH3:13])=[O:11])[C:8](=[O:14])[C:3]3[C:2](=[CH:7][CH:6]=[CH:5][CH:4]=3)[O:1]2)[CH:21]=[CH:22][CH:23]=1. The yield is 0.420.